Dataset: Forward reaction prediction with 1.9M reactions from USPTO patents (1976-2016). Task: Predict the product of the given reaction. (1) Given the reactants [Cl:1][CH2:2][C:3]1[CH:4]=[C:5]([CH:10]=[CH:11][CH:12]=1)[C:6]([NH:8][CH3:9])=O.S(Cl)(Cl)=O.[N-:17]=[N+:18]=[N-:19].[Na+].Cl[Si](C)(C)C, predict the reaction product. The product is: [CH3:9][N:8]1[C:6]([C:5]2[CH:4]=[C:3]([CH:12]=[CH:11][CH:10]=2)[CH2:2][Cl:1])=[N:19][N:18]=[N:17]1. (2) Given the reactants [F:1][C:2]1[CH:3]=[CH:4][C:5]2[O:9][C:8]([C:10]3[C:19]([N:20]([CH:22]([CH3:24])[CH3:23])[CH3:21])=[N:18][C:17]4[C:12](=[CH:13][CH:14]=[C:15]([C:25]([O:27]C)=[O:26])[CH:16]=4)[N:11]=3)=[CH:7][C:6]=2[CH:29]=1.[OH-].[Na+], predict the reaction product. The product is: [F:1][C:2]1[CH:3]=[CH:4][C:5]2[O:9][C:8]([C:10]3[C:19]([N:20]([CH:22]([CH3:24])[CH3:23])[CH3:21])=[N:18][C:17]4[C:12](=[CH:13][CH:14]=[C:15]([C:25]([OH:27])=[O:26])[CH:16]=4)[N:11]=3)=[CH:7][C:6]=2[CH:29]=1. (3) The product is: [CH:1]1[C:10]2[C:5](=[CH:6][CH:7]=[CH:8][CH:9]=2)[CH:4]=[CH:3][C:2]=1[C:11]1([CH2:16][OH:17])[CH2:15][CH2:14][CH2:13][CH2:12]1. Given the reactants [CH:1]1[C:10]2[C:5](=[CH:6][CH:7]=[CH:8][CH:9]=2)[CH:4]=[CH:3][C:2]=1[C:11]1([CH:16]=[O:17])[CH2:15][CH2:14][CH2:13][CH2:12]1.ClC1C=CC(Cl)=CC=1C1(CO)CCCC1, predict the reaction product. (4) Given the reactants Cl[C:2]1[CH:7]=[CH:6][C:5]([CH3:8])=[CH:4][CH:3]=1.[CH2:9]([NH2:16])[C:10]1[CH:15]=[CH:14][CH:13]=[CH:12][CH:11]=1.CC(C)([O-])C.[Na+], predict the reaction product. The product is: [CH3:8][C:5]1[CH:6]=[CH:7][C:2]([NH:16][CH2:9][C:10]2[CH:15]=[CH:14][CH:13]=[CH:12][CH:11]=2)=[CH:3][CH:4]=1. (5) Given the reactants [Br:1][C:2]1[CH:3]=[C:4]([C:8]#[N:9])[CH:5]=[N:6][CH:7]=1.[Cl-].[NH4+].[N-:12]=[N+:13]=[N-:14].[Na+].Cl, predict the reaction product. The product is: [Br:1][C:2]1[CH:7]=[N:6][CH:5]=[C:4]([C:8]2[N:12]=[N:13][NH:14][N:9]=2)[CH:3]=1. (6) Given the reactants [NH2:1][CH2:2][CH2:3][O:4][CH2:5][CH2:6][O:7][CH2:8][CH2:9][O:10][CH2:11][CH2:12][O:13][CH2:14][CH2:15][O:16][CH2:17][CH2:18][O:19][CH2:20][CH2:21][O:22][CH2:23][CH2:24][O:25][CH2:26][CH2:27][O:28][CH2:29][CH2:30][O:31][CH2:32][CH2:33][O:34][CH2:35][CH2:36][O:37][CH2:38][CH2:39][C:40]([O:42][C:43]([CH3:46])([CH3:45])[CH3:44])=[O:41].[O:47]=[C:48]([NH:55][C:56]1[CH:57]=[N:58][C:59]([C:62]2[N:63]=[N:64][C:65]([C:68]3[CH:73]=[CH:72][CH:71]=[CH:70][N:69]=3)=[N:66][N:67]=2)=[CH:60][CH:61]=1)[CH2:49][CH2:50][CH2:51][C:52](O)=[O:53].F[P-](F)(F)(F)(F)F.N1(O[P+](N(C)C)(N(C)C)N(C)C)C2C=CC=CC=2N=N1.CCN(C(C)C)C(C)C, predict the reaction product. The product is: [O:53]=[C:52]([CH2:51][CH2:50][CH2:49][C:48](=[O:47])[NH:55][C:56]1[CH:57]=[N:58][C:59]([C:62]2[N:63]=[N:64][C:65]([C:68]3[CH:73]=[CH:72][CH:71]=[CH:70][N:69]=3)=[N:66][N:67]=2)=[CH:60][CH:61]=1)[NH:1][CH2:2][CH2:3][O:4][CH2:5][CH2:6][O:7][CH2:8][CH2:9][O:10][CH2:11][CH2:12][O:13][CH2:14][CH2:15][O:16][CH2:17][CH2:18][O:19][CH2:20][CH2:21][O:22][CH2:23][CH2:24][O:25][CH2:26][CH2:27][O:28][CH2:29][CH2:30][O:31][CH2:32][CH2:33][O:34][CH2:35][CH2:36][O:37][CH2:38][CH2:39][C:40]([O:42][C:43]([CH3:46])([CH3:45])[CH3:44])=[O:41]. (7) The product is: [C:6]([O:5][C:4](=[O:10])[N:3]([CH2:11][C:12]1[CH:13]=[N:14][CH:15]=[C:16]([C:19]2[CH:20]=[C:21]3[C:25](=[CH:26][CH:27]=2)[N:24]([CH:28]2[CH2:33][CH2:32][CH2:31][CH2:30][O:29]2)[N:23]=[C:22]3[C:34]2[NH:35][C:36]([C:39]([NH:41][CH:42]3[CH2:43][CH2:48][CH2:47][CH2:46]3)=[O:40])=[CH:37][N:38]=2)[C:17]=1[CH3:18])[CH2:1][CH3:2])([CH3:8])([CH3:7])[CH3:9]. Given the reactants [CH2:1]([N:3]([CH2:11][C:12]1[CH:13]=[N:14][CH:15]=[C:16]([C:19]2[CH:20]=[C:21]3[C:25](=[CH:26][CH:27]=2)[N:24]([CH:28]2[CH2:33][CH2:32][CH2:31][CH2:30][O:29]2)[N:23]=[C:22]3[C:34]2[NH:35][C:36]([C:39]([NH:41][CH2:42][C:43]3C=N[CH:46]=[CH:47][CH:48]=3)=[O:40])=[CH:37][N:38]=2)[C:17]=1[CH3:18])[C:4](=[O:10])[O:5][C:6]([CH3:9])([CH3:8])[CH3:7])[CH3:2].C(OC(N(CC1C(C)=C(C2C=C3C(=CC=2)N(C2CCCCO2)N=C3C2NC(C(O)=O)=CN=2)C=NC=1)CC)=O)(C)(C)C.CCN(CC)CC.C1(N)CCCC1.CN(C(ON1N=NC2C=CC=NC1=2)=[N+](C)C)C.F[P-](F)(F)(F)(F)F, predict the reaction product.